This data is from Catalyst prediction with 721,799 reactions and 888 catalyst types from USPTO. The task is: Predict which catalyst facilitates the given reaction. Reactant: [CH:1](=O)[CH2:2][CH2:3][CH2:4][CH2:5][CH2:6][CH2:7][CH2:8][CH2:9][CH3:10].[ClH:12].Cl.[F:14][C:15]1[C:20]([F:21])=[C:19]([F:22])[CH:18]=[CH:17][C:16]=1[NH:23][C:24]([NH:26][C:27]([NH2:29])=[NH:28])=[NH:25]. Product: [ClH:12].[NH2:25][C:24]1[N:23]([C:16]2[CH:17]=[CH:18][C:19]([F:22])=[C:20]([F:21])[C:15]=2[F:14])[CH:1]([CH2:2][CH2:3][CH2:4][CH2:5][CH2:6][CH2:7][CH2:8][CH2:9][CH3:10])[N:28]=[C:27]([NH2:29])[N:26]=1. The catalyst class is: 8.